Dataset: Forward reaction prediction with 1.9M reactions from USPTO patents (1976-2016). Task: Predict the product of the given reaction. (1) Given the reactants [Br:1][C:2]1[O:18][C:5]2[N:6]=[CH:7][N:8]=[C:9]([NH:10]C(=O)OC(C)(C)C)[C:4]=2[C:3]=1[C:19]1[CH:24]=[CH:23][C:22]([NH:25][C:26]([NH:28][C:29]2[CH:34]=[CH:33][CH:32]=[C:31]([CH3:35])[CH:30]=2)=[O:27])=[CH:21][CH:20]=1.C(O)(C(F)(F)F)=O, predict the reaction product. The product is: [NH2:10][C:9]1[C:4]2[C:3]([C:19]3[CH:24]=[CH:23][C:22]([NH:25][C:26]([NH:28][C:29]4[CH:34]=[CH:33][CH:32]=[C:31]([CH3:35])[CH:30]=4)=[O:27])=[CH:21][CH:20]=3)=[C:2]([Br:1])[O:18][C:5]=2[N:6]=[CH:7][N:8]=1. (2) Given the reactants [CH3:1][O:2][C:3](=[O:12])[C:4]1[CH:9]=[CH:8][CH:7]=[C:6]([Cl:10])[C:5]=1Br.[C:13]([Cu])#[N:14].CCOC(C)=O.[OH-].[Na+], predict the reaction product. The product is: [CH3:1][O:2][C:3](=[O:12])[C:4]1[CH:9]=[CH:8][CH:7]=[C:6]([Cl:10])[C:5]=1[C:13]#[N:14]. (3) Given the reactants CN(C(ON1N=NC2C=CC=NC1=2)=[N+](C)C)C.F[P-](F)(F)(F)(F)F.[NH2:25][C:26]1[C:27]([C:36]([OH:38])=O)=[CH:28][C:29]2[C:34]([CH:35]=1)=[CH:33][CH:32]=[CH:31][CH:30]=2.[CH:39]1([NH:45][CH2:46][C:47]([O:49][CH2:50][C:51]2[CH:56]=[CH:55][CH:54]=[CH:53][CH:52]=2)=[O:48])[CH2:44][CH2:43][CH2:42][CH2:41][CH2:40]1.C(N(C(C)C)CC)(C)C, predict the reaction product. The product is: [NH2:25][C:26]1[C:27]([C:36]([N:45]([CH:39]2[CH2:44][CH2:43][CH2:42][CH2:41][CH2:40]2)[CH2:46][C:47]([O:49][CH2:50][C:51]2[CH:56]=[CH:55][CH:54]=[CH:53][CH:52]=2)=[O:48])=[O:38])=[CH:28][C:29]2[C:34]([CH:35]=1)=[CH:33][CH:32]=[CH:31][CH:30]=2.